Task: Regression. Given two drug SMILES strings and cell line genomic features, predict the synergy score measuring deviation from expected non-interaction effect.. Dataset: NCI-60 drug combinations with 297,098 pairs across 59 cell lines (1) Drug 1: CC(CN1CC(=O)NC(=O)C1)N2CC(=O)NC(=O)C2. Drug 2: CC1=CC2C(CCC3(C2CCC3(C(=O)C)OC(=O)C)C)C4(C1=CC(=O)CC4)C. Cell line: SF-539. Synergy scores: CSS=21.4, Synergy_ZIP=4.32, Synergy_Bliss=7.72, Synergy_Loewe=5.52, Synergy_HSA=7.71. (2) Drug 1: CCC1=CC2CC(C3=C(CN(C2)C1)C4=CC=CC=C4N3)(C5=C(C=C6C(=C5)C78CCN9C7C(C=CC9)(C(C(C8N6C)(C(=O)OC)O)OC(=O)C)CC)OC)C(=O)OC.C(C(C(=O)O)O)(C(=O)O)O. Drug 2: CN(CC1=CN=C2C(=N1)C(=NC(=N2)N)N)C3=CC=C(C=C3)C(=O)NC(CCC(=O)O)C(=O)O. Cell line: SF-539. Synergy scores: CSS=35.8, Synergy_ZIP=-3.16, Synergy_Bliss=1.32, Synergy_Loewe=-11.2, Synergy_HSA=2.49. (3) Drug 1: C1CCC(C1)C(CC#N)N2C=C(C=N2)C3=C4C=CNC4=NC=N3. Drug 2: C1CN(CCN1C(=O)CCBr)C(=O)CCBr. Cell line: MOLT-4. Synergy scores: CSS=58.4, Synergy_ZIP=-2.45, Synergy_Bliss=-1.45, Synergy_Loewe=-15.3, Synergy_HSA=-0.136. (4) Drug 1: CNC(=O)C1=CC=CC=C1SC2=CC3=C(C=C2)C(=NN3)C=CC4=CC=CC=N4. Drug 2: C1=NC2=C(N1)C(=S)N=CN2. Cell line: PC-3. Synergy scores: CSS=5.97, Synergy_ZIP=-4.55, Synergy_Bliss=-10.3, Synergy_Loewe=-21.4, Synergy_HSA=-12.4. (5) Drug 1: COC1=NC(=NC2=C1N=CN2C3C(C(C(O3)CO)O)O)N. Drug 2: CC1C(C(CC(O1)OC2CC(CC3=C2C(=C4C(=C3O)C(=O)C5=C(C4=O)C(=CC=C5)OC)O)(C(=O)CO)O)N)O.Cl. Cell line: HCC-2998. Synergy scores: CSS=28.5, Synergy_ZIP=0.227, Synergy_Bliss=2.41, Synergy_Loewe=-36.2, Synergy_HSA=-0.137. (6) Drug 1: CC1C(C(CC(O1)OC2CC(CC3=C2C(=C4C(=C3O)C(=O)C5=C(C4=O)C(=CC=C5)OC)O)(C(=O)CO)O)N)O.Cl. Drug 2: CS(=O)(=O)OCCCCOS(=O)(=O)C. Cell line: MDA-MB-435. Synergy scores: CSS=-0.809, Synergy_ZIP=0.690, Synergy_Bliss=-0.408, Synergy_Loewe=-0.392, Synergy_HSA=-1.64. (7) Drug 1: CC1C(C(CC(O1)OC2CC(CC3=C2C(=C4C(=C3O)C(=O)C5=C(C4=O)C(=CC=C5)OC)O)(C(=O)CO)O)N)O.Cl. Drug 2: C1C(C(OC1N2C=NC(=NC2=O)N)CO)O. Cell line: NCI/ADR-RES. Synergy scores: CSS=2.12, Synergy_ZIP=-0.761, Synergy_Bliss=-1.58, Synergy_Loewe=-2.28, Synergy_HSA=-2.20. (8) Drug 1: C1=NC2=C(N=C(N=C2N1C3C(C(C(O3)CO)O)O)F)N. Drug 2: C#CCC(CC1=CN=C2C(=N1)C(=NC(=N2)N)N)C3=CC=C(C=C3)C(=O)NC(CCC(=O)O)C(=O)O. Cell line: NCI-H460. Synergy scores: CSS=63.0, Synergy_ZIP=2.86, Synergy_Bliss=-0.760, Synergy_Loewe=-29.7, Synergy_HSA=-1.42. (9) Drug 1: C1CN(P(=O)(OC1)NCCCl)CCCl. Drug 2: C1C(C(OC1N2C=NC(=NC2=O)N)CO)O. Cell line: NCI-H226. Synergy scores: CSS=-4.82, Synergy_ZIP=3.33, Synergy_Bliss=0.292, Synergy_Loewe=-5.34, Synergy_HSA=-6.40. (10) Drug 1: CC1=C(C(CCC1)(C)C)C=CC(=CC=CC(=CC(=O)O)C)C. Drug 2: C(=O)(N)NO. Cell line: NCI-H522. Synergy scores: CSS=1.80, Synergy_ZIP=-1.58, Synergy_Bliss=-0.321, Synergy_Loewe=-1.01, Synergy_HSA=-0.439.